Dataset: Full USPTO retrosynthesis dataset with 1.9M reactions from patents (1976-2016). Task: Predict the reactants needed to synthesize the given product. (1) Given the product [ClH:34].[NH2:7][C@H:8]([C:14](=[O:15])[N:16]1[CH2:17][C:18]([F:23])([F:24])[C:19]([F:21])([F:22])[CH2:20]1)[CH2:9][CH2:10][CH2:11][CH2:12][NH:13][C:32](=[O:33])[CH2:31][C:29]1[S:28][CH:27]=[CH:26][CH:30]=1, predict the reactants needed to synthesize it. The reactants are: C(OC(=O)[NH:7][C@H:8]([C:14]([N:16]1[CH2:20][C:19]([F:22])([F:21])[C:18]([F:24])([F:23])[CH2:17]1)=[O:15])[CH2:9][CH2:10][CH2:11][CH2:12][NH2:13])(C)(C)C.[CH:26]1[CH:30]=[C:29]([CH2:31][C:32]([Cl:34])=[O:33])[S:28][CH:27]=1. (2) The reactants are: [F:1][C:2]1[CH:7]=[CH:6][CH:5]=[CH:4][C:3]=1[C:8]1[N:16]=[C:11]2[CH:12]=[N:13][NH:14][CH:15]=[C:10]2[N:9]=1.Cl[CH2:18][C:19]1[O:23][N:22]=[C:21]([C:24]2[CH:29]=[CH:28][C:27]([C:30]([F:33])([F:32])[F:31])=[CH:26][C:25]=2[F:34])[CH:20]=1. Given the product [F:1][C:2]1[CH:7]=[CH:6][CH:5]=[CH:4][C:3]=1[C:8]1[N:16]=[C:11]2[CH:12]=[N:13][N:14]([CH2:18][C:19]3[O:23][N:22]=[C:21]([C:24]4[CH:29]=[CH:28][C:27]([C:30]([F:33])([F:32])[F:31])=[CH:26][C:25]=4[F:34])[CH:20]=3)[CH:15]=[C:10]2[N:9]=1, predict the reactants needed to synthesize it. (3) The reactants are: [C:1]([O:5][C:6](=[O:20])[CH2:7][CH2:8][S:9][CH2:10][C:11]1[CH:12]=[C:13]([CH:17]=[CH:18][CH:19]=1)[C:14]([OH:16])=O)([CH3:4])([CH3:3])[CH3:2].CCN=C=NCCCN(C)C.Cl.[NH2:33][C:34]1[CH:55]=[CH:54][C:53]([N:56]2[CH2:61][CH2:60][CH2:59][CH2:58][CH2:57]2)=[CH:52][C:35]=1[C:36]([NH:38][C:39]1[CH:43]=[CH:42][N:41]([C:44]2[CH:49]=[CH:48][C:47]([CH3:50])=[C:46]([CH3:51])[CH:45]=2)[N:40]=1)=[O:37]. Given the product [CH3:51][C:46]1[CH:45]=[C:44]([N:41]2[CH:42]=[CH:43][C:39]([NH:38][C:36]([C:35]3[CH:52]=[C:53]([N:56]4[CH2:61][CH2:60][CH2:59][CH2:58][CH2:57]4)[CH:54]=[CH:55][C:34]=3[NH:33][C:14]([C:13]3[CH:12]=[C:11]([CH:19]=[CH:18][CH:17]=3)[CH2:10][S:9][CH2:8][CH2:7][C:6]([O:5][C:1]([CH3:2])([CH3:3])[CH3:4])=[O:20])=[O:16])=[O:37])=[N:40]2)[CH:49]=[CH:48][C:47]=1[CH3:50], predict the reactants needed to synthesize it. (4) Given the product [CH3:1][C:2]1[CH:3]=[C:4]([NH:23][C:24]([NH:50][C:41]2[CH:42]=[C:43]([C:46]([F:47])([F:48])[F:49])[CH:44]=[CH:45][C:40]=2[N:37]2[CH2:38][CH2:39][N:34]([CH3:33])[CH2:35][CH2:36]2)=[O:25])[CH:5]=[CH:6][C:7]=1[O:8][C:9]1[C:14]([C:15]2[CH:20]=[CH:19][N:18]=[C:17]([NH:21][CH3:22])[N:16]=2)=[CH:13][CH:12]=[CH:11][N:10]=1, predict the reactants needed to synthesize it. The reactants are: [CH3:1][C:2]1[CH:3]=[C:4]([NH:23][C:24](=O)[O:25]C2C=CC=CC=2)[CH:5]=[CH:6][C:7]=1[O:8][C:9]1[C:14]([C:15]2[CH:20]=[CH:19][N:18]=[C:17]([NH:21][CH3:22])[N:16]=2)=[CH:13][CH:12]=[CH:11][N:10]=1.[CH3:33][N:34]1[CH2:39][CH2:38][N:37]([C:40]2[CH:45]=[CH:44][C:43]([C:46]([F:49])([F:48])[F:47])=[CH:42][C:41]=2[NH2:50])[CH2:36][CH2:35]1.